From a dataset of Catalyst prediction with 721,799 reactions and 888 catalyst types from USPTO. Predict which catalyst facilitates the given reaction. (1) Reactant: [O:1]=[C:2]1[CH2:10][C:9]2[C:4](=[CH:5][C:6]([C:11]([C:13]3[CH:14]=[C:15]([NH:19][C:20]([C:22]4[CH:23]=[N:24][N:25]([CH3:28])[C:26]=4[Cl:27])=[O:21])[CH:16]=[CH:17][CH:18]=3)=[O:12])=[CH:7][CH:8]=2)[NH:3]1.[CH:29](OCC)=[O:30].[O-]CC.[Na+].Cl. Product: [OH:30][CH:29]=[C:10]1[C:9]2[C:4](=[CH:5][C:6]([C:11]([C:13]3[CH:14]=[C:15]([NH:19][C:20]([C:22]4[CH:23]=[N:24][N:25]([CH3:28])[C:26]=4[Cl:27])=[O:21])[CH:16]=[CH:17][CH:18]=3)=[O:12])=[CH:7][CH:8]=2)[NH:3][C:2]1=[O:1]. The catalyst class is: 8. (2) Reactant: C[O:2][C:3](=[O:19])[C:4]1[CH:9]=[CH:8][CH:7]=[CH:6][C:5]=1[NH:10][CH2:11][C:12]1[CH:17]=[CH:16][C:15](=[O:18])[NH:14][CH:13]=1.[OH-].[Na+].Cl.C(O)C. Product: [O:18]=[C:15]1[NH:14][CH:13]=[C:12]([CH2:11][NH:10][C:5]2[CH:6]=[CH:7][CH:8]=[CH:9][C:4]=2[C:3]([OH:19])=[O:2])[CH:17]=[CH:16]1. The catalyst class is: 9. (3) Reactant: [NH2:1][C:2]1[CH:7]=[C:6]([O:8][CH3:9])[CH:5]=[CH:4][C:3]=1[NH:10][C:11]1[C:12]([CH3:21])=[C:13]([CH:18]=[CH:19][CH:20]=1)[C:14]([O:16][CH3:17])=[O:15].[F:22][C:23]([F:34])([F:33])[C:24](O[C:24](=O)[C:23]([F:34])([F:33])[F:22])=O. Product: [CH3:9][O:8][C:6]1[CH:5]=[CH:4][C:3]2[N:10]([C:11]3[C:12]([CH3:21])=[C:13]([CH:18]=[CH:19][CH:20]=3)[C:14]([O:16][CH3:17])=[O:15])[C:24]([C:23]([F:34])([F:33])[F:22])=[N:1][C:2]=2[CH:7]=1. The catalyst class is: 55. (4) Reactant: [F:1][C:2]1[C:3]([NH:17][C:18]([NH:20][CH2:21][CH2:22][CH3:23])=[S:19])=[N:4][C:5]([O:8][CH2:9][C:10]2[CH:15]=[CH:14][C:13]([CH3:16])=[CH:12][CH:11]=2)=[N:6][CH:7]=1.[C:24](=O)([O-])[O-].[K+].[K+].[CH3:30][C:31]#N. Product: [F:1][C:2]1[C:3]([NH:17][C:18](=[N:20][CH2:21][CH2:22][CH3:23])[S:19][CH2:24][CH2:31][CH3:30])=[N:4][C:5]([O:8][CH2:9][C:10]2[CH:11]=[CH:12][C:13]([CH3:16])=[CH:14][CH:15]=2)=[N:6][CH:7]=1. The catalyst class is: 6. (5) Reactant: CC1C=CC(S(O[CH2:12][C:13]2([C:16]([F:19])([F:18])[F:17])[CH2:15][CH2:14]2)(=O)=O)=CC=1.[C-:20]#[N:21].[K+].O. Product: [F:19][C:16]([F:17])([F:18])[C:13]1([CH2:12][C:20]#[N:21])[CH2:14][CH2:15]1. The catalyst class is: 3. (6) Reactant: [CH2:1]([O:8][C:9]([CH2:11][O:12][C:13]1[CH:32]=[CH:31][C:30]([Cl:33])=[CH:29][C:14]=1[CH2:15][C:16]1[CH:27]=[C:26]([Cl:28])[CH:25]=[CH:24][C:17]=1[O:18][CH:19]([CH3:23])[C:20]([OH:22])=O)=[O:10])[C:2]1[CH:7]=[CH:6][CH:5]=[CH:4][CH:3]=1.[CH:34]1[CH:35]=CC2N(O)N=[N:40][C:38]=2[CH:39]=1.C1N=CN(C(N2C=NC=C2)=O)C=1.N1CCCC1. Product: [CH2:1]([O:8][C:9](=[O:10])[CH2:11][O:12][C:13]1[CH:32]=[CH:31][C:30]([Cl:33])=[CH:29][C:14]=1[CH2:15][C:16]1[CH:27]=[C:26]([Cl:28])[CH:25]=[CH:24][C:17]=1[O:18][CH:19]([CH3:23])[C:20](=[O:22])[N:40]1[CH2:35][CH2:34][CH2:39][CH2:38]1)[C:2]1[CH:3]=[CH:4][CH:5]=[CH:6][CH:7]=1. The catalyst class is: 10. (7) Reactant: [CH3:1][O:2][C:3]1[CH:8]=[CH:7][C:6]([N:9]2[CH2:14][CH2:13][N:12](C(OC(C)(C)C)=O)[CH2:11][CH2:10]2)=[CH:5][CH:4]=1.C(=O)(O)[O-].[Na+]. Product: [CH3:1][O:2][C:3]1[CH:4]=[CH:5][C:6]([N:9]2[CH2:14][CH2:13][NH:12][CH2:11][CH2:10]2)=[CH:7][CH:8]=1. The catalyst class is: 281. (8) Reactant: [Cl:1][C:2]1[C:11]2[C:6](=[CH:7][CH:8]=[CH:9][CH:10]=2)[N:5]=[C:4]([C:12]2[C:17]([O:18]C)=[CH:16][CH:15]=[CH:14][C:13]=2[Cl:20])[N:3]=1.B(Br)(Br)Br. Product: [Cl:20][C:13]1[C:12]([C:4]2[N:3]=[C:2]([Cl:1])[C:11]3[C:6](=[CH:7][CH:8]=[CH:9][CH:10]=3)[N:5]=2)=[C:17]([OH:18])[CH:16]=[CH:15][CH:14]=1. The catalyst class is: 2. (9) Reactant: FC(F)(F)C(O)=O.[NH2:8][CH2:9][CH2:10][N:11]1[C:20]2[C:15]([C:16](=[O:22])[NH:17][C:18](=[O:21])[N:19]=2)=[N:14][C:13]2[CH:23]=[C:24]([CH3:28])[C:25]([CH3:27])=[CH:26][C:12]1=2.[C:29]1(=[O:35])[O:34][C:32](=[O:33])[CH2:31][CH2:30]1. Product: [CH3:28][C:24]1[C:25]([CH3:27])=[CH:26][C:12]2[N:11]([CH2:10][CH2:9][NH:8][C:29](=[O:35])[CH2:30][CH2:31][C:32]([OH:34])=[O:33])[C:20]3[C:15]([C:16](=[O:22])[NH:17][C:18](=[O:21])[N:19]=3)=[N:14][C:13]=2[CH:23]=1. The catalyst class is: 17. (10) Reactant: C[O:2][C:3]([C:5]1[S:35][C:8]2[N:9]=[CH:10][N:11]=[C:12]([NH:13][C:14]3[C:15]([O:20][CH:21]4[CH2:26][CH2:25][CH:24]([NH:27][C:28]([O:30][C:31]([CH3:34])([CH3:33])[CH3:32])=[O:29])[CH2:23][CH2:22]4)=[N:16][CH:17]=[CH:18][CH:19]=3)[C:7]=2[C:6]=1[CH3:36])=[O:4].[OH-].[Na+].[OH-].[Li+].Cl. Product: [C:31]([O:30][C:28]([NH:27][CH:24]1[CH2:25][CH2:26][CH:21]([O:20][C:15]2[C:14]([NH:13][C:12]3[C:7]4[C:6]([CH3:36])=[C:5]([C:3]([OH:4])=[O:2])[S:35][C:8]=4[N:9]=[CH:10][N:11]=3)=[CH:19][CH:18]=[CH:17][N:16]=2)[CH2:22][CH2:23]1)=[O:29])([CH3:34])([CH3:32])[CH3:33]. The catalyst class is: 5.